From a dataset of Forward reaction prediction with 1.9M reactions from USPTO patents (1976-2016). Predict the product of the given reaction. Given the reactants CB1OB(C)OB(C)O1.[C:10]([O-])([O-])=O.[Cs+].[Cs+].[C:25](P([C:25]([CH3:28])([CH3:27])[CH3:26])[C:25]([CH3:28])([CH3:27])[CH3:26])([CH3:28])([CH3:27])[CH3:26].[CH2:29]([O:31][C:32]([C:34]1[CH:39]=C(C)C(Br)=C[N:35]=1)=[O:33])[CH3:30], predict the reaction product. The product is: [CH2:29]([O:31][C:32]([C:34]1[CH:39]=[CH:27][C:25]([CH3:26])=[C:28]([CH3:10])[N:35]=1)=[O:33])[CH3:30].